Predict the reactants needed to synthesize the given product. From a dataset of Full USPTO retrosynthesis dataset with 1.9M reactions from patents (1976-2016). Given the product [NH:10]1[C:14]2=[N:15][CH:16]=[CH:17][CH:18]=[C:13]2[CH:12]=[CH:11]1, predict the reactants needed to synthesize it. The reactants are: C1(S([N:10]2[C:14]3=[N:15][CH:16]=[CH:17][CH:18]=[C:13]3[CH:12]=[C:11]2C(C2C=NC(OC)=CC=2)=CC2CCCC2)(=O)=O)C=CC=CC=1.C(O)C.O1CCCC1.[OH-].[Na+].